This data is from Reaction yield outcomes from USPTO patents with 853,638 reactions. The task is: Predict the reaction yield, written as a fraction of the theoretical maximum amount of product (1.0 means a 100% yield; for example, 0.34 means a 34% yield). The reactants are [CH3:1][O:2][C:3]1[CH:4]=[C:5]2[C:10](=[CH:11][C:12]=1[O:13][CH3:14])[N:9]=[CH:8][N:7]=[C:6]2[S:15][C:16]1[CH:17]=[C:18]([CH:20]=[CH:21][CH:22]=1)[NH2:19].[C:23]([C:27]1[CH:28]=[C:29]([NH:33][C:34](=O)[O:35]C2C=CC=CC=2)[CH:30]=[CH:31][CH:32]=1)([CH3:26])([CH3:25])[CH3:24]. No catalyst specified. The product is [C:23]([C:27]1[CH:28]=[C:29]([NH:33][C:34]([NH:19][C:18]2[CH:20]=[CH:21][CH:22]=[C:16]([S:15][C:6]3[C:5]4[C:10](=[CH:11][C:12]([O:13][CH3:14])=[C:3]([O:2][CH3:1])[CH:4]=4)[N:9]=[CH:8][N:7]=3)[CH:17]=2)=[O:35])[CH:30]=[CH:31][CH:32]=1)([CH3:26])([CH3:24])[CH3:25]. The yield is 0.480.